Task: Regression. Given two drug SMILES strings and cell line genomic features, predict the synergy score measuring deviation from expected non-interaction effect.. Dataset: Merck oncology drug combination screen with 23,052 pairs across 39 cell lines (1) Drug 1: C#Cc1cccc(Nc2ncnc3cc(OCCOC)c(OCCOC)cc23)c1. Drug 2: COC1CC2CCC(C)C(O)(O2)C(=O)C(=O)N2CCCCC2C(=O)OC(C(C)CC2CCC(OP(C)(C)=O)C(OC)C2)CC(=O)C(C)C=C(C)C(O)C(OC)C(=O)C(C)CC(C)C=CC=CC=C1C. Cell line: UACC62. Synergy scores: synergy=61.0. (2) Drug 1: C#Cc1cccc(Nc2ncnc3cc(OCCOC)c(OCCOC)cc23)c1. Drug 2: CC(C)CC(NC(=O)C(Cc1ccccc1)NC(=O)c1cnccn1)B(O)O. Cell line: UWB1289. Synergy scores: synergy=-20.1. (3) Drug 1: C=CCn1c(=O)c2cnc(Nc3ccc(N4CCN(C)CC4)cc3)nc2n1-c1cccc(C(C)(C)O)n1. Drug 2: NC1(c2ccc(-c3nc4ccn5c(=O)[nH]nc5c4cc3-c3ccccc3)cc2)CCC1. Cell line: NCIH520. Synergy scores: synergy=13.3. (4) Drug 1: O=S1(=O)NC2(CN1CC(F)(F)F)C1CCC2Cc2cc(C=CCN3CCC(C(F)(F)F)CC3)ccc2C1. Drug 2: NC1CCCCC1N.O=C(O)C(=O)O.[Pt+2]. Cell line: NCIH23. Synergy scores: synergy=-22.4. (5) Synergy scores: synergy=-2.32. Cell line: SKMEL30. Drug 1: CC1(c2nc3c(C(N)=O)cccc3[nH]2)CCCN1. Drug 2: Cn1cc(-c2cnn3c(N)c(Br)c(C4CCCNC4)nc23)cn1. (6) Drug 1: COC1=C2CC(C)CC(OC)C(O)C(C)C=C(C)C(OC(N)=O)C(OC)C=CC=C(C)C(=O)NC(=CC1=O)C2=O. Drug 2: CCc1c2c(nc3ccc(O)cc13)-c1cc3c(c(=O)n1C2)COC(=O)C3(O)CC. Cell line: SKMES1. Synergy scores: synergy=17.6. (7) Drug 1: Cn1nnc2c(C(N)=O)ncn2c1=O. Drug 2: Cn1cc(-c2cnn3c(N)c(Br)c(C4CCCNC4)nc23)cn1. Cell line: NCIH2122. Synergy scores: synergy=-15.5. (8) Drug 1: COc1cccc2c1C(=O)c1c(O)c3c(c(O)c1C2=O)CC(O)(C(=O)CO)CC3OC1CC(N)C(O)C(C)O1. Drug 2: O=C(O)C1(Cc2cccc(Nc3nccs3)n2)CCC(Oc2cccc(Cl)c2F)CC1. Cell line: LOVO. Synergy scores: synergy=-11.3.